Predict the reactants needed to synthesize the given product. From a dataset of Full USPTO retrosynthesis dataset with 1.9M reactions from patents (1976-2016). (1) Given the product [Cl:1][C:2]1[CH:6]=[CH:5][N:4]([C:10]2[CH:11]=[N:12][CH:13]=[CH:14][CH:15]=2)[N:3]=1, predict the reactants needed to synthesize it. The reactants are: [Cl:1][C:2]1[C:6](C(O)=O)=[CH:5][N:4]([C:10]2[CH:11]=[N:12][CH:13]=[CH:14][CH:15]=2)[N:3]=1. (2) Given the product [ClH:1].[ClH:1].[OH:12][C:13]1[CH:14]=[C:15]([C:19]2[C:21]([C:23]3[CH:28]=[CH:27][CH:26]=[C:25]([OH:29])[CH:24]=3)=[N:10][C:4]3[C:3](=[CH:8][CH:7]=[C:6]([NH2:9])[CH:5]=3)[N:11]=2)[CH:16]=[CH:17][CH:18]=1, predict the reactants needed to synthesize it. The reactants are: [ClH:1].Cl.[C:3]1([NH2:11])[C:4]([NH2:10])=[CH:5][C:6]([NH2:9])=[CH:7][CH:8]=1.[OH:12][C:13]1[CH:14]=[C:15]([C:19]([C:21]([C:23]2[CH:28]=[CH:27][CH:26]=[C:25]([OH:29])[CH:24]=2)=O)=O)[CH:16]=[CH:17][CH:18]=1. (3) Given the product [CH3:10][C:2]1([CH3:1])[CH2:3][C:4](=[O:6])[N:20]([CH2:21][CH2:22][C:23]2[CH:24]=[CH:25][C:26]([O:29][C:30](=[O:39])[N:31]([CH3:38])[C:32]3[CH:33]=[CH:34][CH:35]=[CH:36][CH:37]=3)=[CH:27][CH:28]=2)[C:7](=[O:9])[CH2:8]1, predict the reactants needed to synthesize it. The reactants are: [CH3:1][C:2]1([CH3:10])[CH2:8][C:7](=[O:9])[O:6][C:4](=O)[CH2:3]1.C(N(C(C)C)CC)(C)C.[NH2:20][CH2:21][CH2:22][C:23]1[CH:28]=[CH:27][C:26]([O:29][C:30](=[O:39])[N:31]([CH3:38])[C:32]2[CH:37]=[CH:36][CH:35]=[CH:34][CH:33]=2)=[CH:25][CH:24]=1.C(O)(C(F)(F)F)=O.S(Cl)(Cl)=O. (4) The reactants are: [F:1][C:2]1[CH:3]=[CH:4][C:5]([O:23][CH3:24])=[C:6]([C:8]2[CH:13]=[CH:12][N:11]=[C:10]3[NH:14][C:15]([CH:17]4[CH2:22][CH2:21][NH:20][CH2:19][CH2:18]4)=[CH:16][C:9]=23)[CH:7]=1.C(N(CC)CC)C.[CH3:32][N:33]([CH3:39])[S:34]([CH:37]=[CH2:38])(=[O:36])=[O:35]. Given the product [F:1][C:2]1[CH:3]=[CH:4][C:5]([O:23][CH3:24])=[C:6]([C:8]2[CH:13]=[CH:12][N:11]=[C:10]3[NH:14][C:15]([CH:17]4[CH2:18][CH2:19][N:20]([CH2:38][CH2:37][S:34]([N:33]([CH3:39])[CH3:32])(=[O:36])=[O:35])[CH2:21][CH2:22]4)=[CH:16][C:9]=23)[CH:7]=1, predict the reactants needed to synthesize it. (5) Given the product [CH2:1]([O:3][C:4](=[O:18])[CH:5]([O:15][CH2:16][CH3:17])[CH2:6][C:7]1[CH:12]=[CH:11][C:10]([O:13][CH2:20][C:21]2[N:22]=[C:23]([C:26]3[CH:27]=[CH:28][CH:29]=[CH:30][CH:31]=3)[S:24][CH:25]=2)=[C:9]([F:14])[CH:8]=1)[CH3:2], predict the reactants needed to synthesize it. The reactants are: [CH2:1]([O:3][C:4](=[O:18])[CH:5]([O:15][CH2:16][CH3:17])[CH2:6][C:7]1[CH:12]=[CH:11][C:10]([OH:13])=[C:9]([F:14])[CH:8]=1)[CH3:2].Cl[CH2:20][C:21]1[N:22]=[C:23]([C:26]2[CH:31]=[CH:30][CH:29]=[CH:28][CH:27]=2)[S:24][CH:25]=1.C(N)(=S)C1C=CC=CC=1.ClCC(CCl)=O.C(=O)([O-])[O-].[Cs+].[Cs+].[I-].[K+]. (6) Given the product [I:1][C:2]1[CH:7]=[CH:6][CH:5]=[CH:4][C:3]=1[O:8][CH2:18][CH2:19][O:20][CH3:21], predict the reactants needed to synthesize it. The reactants are: [I:1][C:2]1[CH:7]=[CH:6][CH:5]=[CH:4][C:3]=1[OH:8].C(=O)([O-])[O-].[K+].[K+].[I-].[K+].Br[CH2:18][CH2:19][O:20][CH3:21].